This data is from NCI-60 drug combinations with 297,098 pairs across 59 cell lines. The task is: Regression. Given two drug SMILES strings and cell line genomic features, predict the synergy score measuring deviation from expected non-interaction effect. Drug 1: CC1=C(C(=CC=C1)Cl)NC(=O)C2=CN=C(S2)NC3=CC(=NC(=N3)C)N4CCN(CC4)CCO. Drug 2: CN(CCCl)CCCl.Cl. Cell line: SN12C. Synergy scores: CSS=31.7, Synergy_ZIP=-5.29, Synergy_Bliss=-1.34, Synergy_Loewe=-1.47, Synergy_HSA=1.38.